This data is from Forward reaction prediction with 1.9M reactions from USPTO patents (1976-2016). The task is: Predict the product of the given reaction. (1) Given the reactants C([Cl:4])(=O)C.C(O)C.[F:8][C:9]1[CH:10]=[CH:11][CH:12]=[C:13]2[C:17]=1[NH:16][CH:15]=[C:14]2[CH2:18][CH2:19][NH:20][CH2:21][C:22]1[CH:27]=[CH:26][CH:25]=[C:24]([O:28][CH2:29][C:30]([F:35])([F:34])[CH:31]([F:33])[F:32])[CH:23]=1, predict the reaction product. The product is: [ClH:4].[F:8][C:9]1[CH:10]=[CH:11][CH:12]=[C:13]2[C:17]=1[NH:16][CH:15]=[C:14]2[CH2:18][CH2:19][NH:20][CH2:21][C:22]1[CH:27]=[CH:26][CH:25]=[C:24]([O:28][CH2:29][C:30]([F:35])([F:34])[CH:31]([F:33])[F:32])[CH:23]=1. (2) Given the reactants [F:1][C:2]([F:13])([F:12])[C:3]1[CH:4]=[C:5](B(O)O)[CH:6]=[CH:7][CH:8]=1.[C:14]([NH:18][C:19]1[CH:24]=[C:23](Cl)[N:22]=[C:21]([NH2:26])[N:20]=1)([CH3:17])([CH3:16])[CH3:15], predict the reaction product. The product is: [C:14]([NH:18][C:19]1[CH:24]=[C:23]([C:5]2[CH:6]=[CH:7][CH:8]=[C:3]([C:2]([F:13])([F:12])[F:1])[CH:4]=2)[N:22]=[C:21]([NH2:26])[N:20]=1)([CH3:17])([CH3:15])[CH3:16]. (3) Given the reactants [I:1][C:2]1[C:3]([S:11][C:12]2[NH:13][C:14]3[C:19]([N:20]=2)=[C:18]([NH2:21])[N:17]=[CH:16][N:15]=3)=[CH:4][C:5]2[O:9][CH2:8][O:7][C:6]=2[CH:10]=1.Br[CH2:23][CH2:24][NH:25][S:26]([C:29]([CH3:32])([CH3:31])[CH3:30])(=[O:28])=[O:27].C([O-])([O-])=O.[Cs+].[Cs+], predict the reaction product. The product is: [NH2:21][C:18]1[N:17]=[CH:16][N:15]=[C:14]2[C:19]=1[N:20]=[C:12]([S:11][C:3]1[C:2]([I:1])=[CH:10][C:6]3[O:7][CH2:8][O:9][C:5]=3[CH:4]=1)[N:13]2[CH2:23][CH2:24][NH:25][S:26]([C:29]([CH3:32])([CH3:31])[CH3:30])(=[O:28])=[O:27]. (4) Given the reactants C([N:4]1[C:12]2[CH:11]=[CH:10][C:9]3[C:13](=[O:16])[CH2:14][CH2:15][C:8]=3[C:7]=2[CH:6]=[N:5]1)(=O)C.[OH-].[Na+], predict the reaction product. The product is: [CH:6]1[C:7]2[C:8]3[CH2:15][CH2:14][C:13](=[O:16])[C:9]=3[CH:10]=[CH:11][C:12]=2[NH:4][N:5]=1. (5) Given the reactants [N+:1]([CH3:4])([O-:3])=[O:2].[CH2:5]([O:7][C:8]1[CH:9]=[C:10]([CH:13]=[CH:14][CH:15]=1)[CH:11]=O)[CH3:6].[OH-].[Na+].Cl, predict the reaction product. The product is: [CH2:5]([O:7][C:8]1[CH:15]=[CH:14][CH:13]=[C:10]([CH2:11][CH2:4][N+:1]([O-:3])=[O:2])[CH:9]=1)[CH3:6]. (6) Given the reactants [Cl:1][C:2]1[C:10]2[N:9]=[C:8]3[N:11]([C:15]4[C:16]([CH3:23])=[N:17][C:18]([O:21][CH3:22])=[CH:19][CH:20]=4)[CH2:12][CH2:13][CH2:14][N:7]3[C:6]=2[C:5]([CH2:24][OH:25])=[CH:4][CH:3]=1.CC(OI1(OC(C)=O)(OC(C)=O)OC(=O)C2C=CC=CC1=2)=O, predict the reaction product. The product is: [Cl:1][C:2]1[CH:3]=[CH:4][C:5]([CH:24]=[O:25])=[C:6]2[C:10]=1[N:9]=[C:8]1[N:11]([C:15]3[C:16]([CH3:23])=[N:17][C:18]([O:21][CH3:22])=[CH:19][CH:20]=3)[CH2:12][CH2:13][CH2:14][N:7]21. (7) Given the reactants [Br:1][C:2]1[CH:7]=[CH:6][C:5]([N+:8]([O-])=O)=[C:4]([N+:11]([O-])=O)[C:3]=1[CH3:14].O.O.Cl[Sn]Cl.CCOC(C)=O.C([O-])(O)=O.[Na+], predict the reaction product. The product is: [Br:1][C:2]1[C:3]([CH3:14])=[C:4]([NH2:11])[C:5]([NH2:8])=[CH:6][CH:7]=1.